Dataset: Reaction yield outcomes from USPTO patents with 853,638 reactions. Task: Predict the reaction yield, written as a fraction of the theoretical maximum amount of product (1.0 means a 100% yield; for example, 0.34 means a 34% yield). (1) The reactants are Cl.[NH2:2][C@H:3]1[C@H:8]2[C@@H:4]1[O:5][C:6]1[CH:12]=[CH:11][C:10]([O:13][C:14]3[CH:19]=[CH:18][N:17]=[C:16]([C:20]([NH:22][CH3:23])=[O:21])[CH:15]=3)=[CH:9][C:7]=12.[CH2:24]([N:26]1[CH2:31][CH2:30][N:29]([CH2:32][C:33]2[CH:41]=[CH:40][C:36]([C:37](O)=[O:38])=[CH:35][C:34]=2[C:42]([F:45])([F:44])[F:43])[CH2:28][CH2:27]1)[CH3:25].CCN(C(C)C)C(C)C.CN(C(ON1N=NC2C=CC=NC1=2)=[N+](C)C)C.F[P-](F)(F)(F)(F)F. The catalyst is CN(C=O)C. The product is [CH2:24]([N:26]1[CH2:27][CH2:28][N:29]([CH2:32][C:33]2[CH:41]=[CH:40][C:36]([C:37]([NH:2][C@H:3]3[C@H:8]4[C@@H:4]3[O:5][C:6]3[CH:12]=[CH:11][C:10]([O:13][C:14]5[CH:19]=[CH:18][N:17]=[C:16]([C:20]([NH:22][CH3:23])=[O:21])[CH:15]=5)=[CH:9][C:7]=34)=[O:38])=[CH:35][C:34]=2[C:42]([F:45])([F:43])[F:44])[CH2:30][CH2:31]1)[CH3:25]. The yield is 0.108. (2) The reactants are [C:1]([O:5][C:6]([N:8]1[CH2:13][CH2:12][N:11]([C:14](=[S:24])[O:15][CH2:16][C:17]2[CH:22]=[CH:21][C:20]([OH:23])=[CH:19][CH:18]=2)[CH2:10][CH2:9]1)=[O:7])([CH3:4])([CH3:3])[CH3:2].C(=O)([O-])[O-].[Cs+].[Cs+].Br[CH2:32][C:33]([C:35]1[CH:40]=[CH:39][CH:38]=[CH:37][CH:36]=1)=[O:34].O. The catalyst is CN(C=O)C. The product is [C:1]([O:5][C:6]([N:8]1[CH2:13][CH2:12][N:11]([C:14](=[S:24])[O:15][CH2:16][C:17]2[CH:18]=[CH:19][C:20]([O:23][CH2:32][C:33](=[O:34])[C:35]3[CH:40]=[CH:39][CH:38]=[CH:37][CH:36]=3)=[CH:21][CH:22]=2)[CH2:10][CH2:9]1)=[O:7])([CH3:4])([CH3:2])[CH3:3]. The yield is 0.960. (3) The reactants are [N+:1]([C:4]1[CH:10]=[C:9]([C:11]([F:14])([F:13])[F:12])[CH:8]=[CH:7][C:5]=1[NH2:6])([O-:3])=[O:2].Cl.[N:16]([O-])=O.[Na+].[OH:20][C:21]1[C:26](CO)=[CH:25][C:24]([O:29][CH3:30])=[CH:23][C:22]=1[CH2:31][OH:32].[OH-].[Na+]. The catalyst is O.S(=O)(=O)(O)N.C1COCC1.C(O)C. The product is [OH:32][CH2:31][C:22]1[CH:23]=[C:24]([O:29][CH3:30])[CH:25]=[C:26]([N:16]=[N:6][C:5]2[CH:7]=[CH:8][C:9]([C:11]([F:12])([F:13])[F:14])=[CH:10][C:4]=2[N+:1]([O-:3])=[O:2])[C:21]=1[OH:20]. The yield is 0.420. (4) No catalyst specified. The reactants are [Cl:1][C:2]1[CH:7]=[CH:6][C:5]([S:8]([N:11]([CH2:21][C:22]2[CH:32]=[CH:31][C:25]([C:26]([O:28]CC)=[O:27])=[CH:24][N:23]=2)[C@H:12]([C:15]2[CH:20]=[CH:19][CH:18]=[CH:17][CH:16]=2)[CH2:13][CH3:14])(=[O:10])=[O:9])=[CH:4][CH:3]=1.[OH-].[Na+]. The product is [Cl:1][C:2]1[CH:7]=[CH:6][C:5]([S:8]([N:11]([CH2:21][C:22]2[CH:32]=[CH:31][C:25]([C:26]([OH:28])=[O:27])=[CH:24][N:23]=2)[C@H:12]([C:15]2[CH:20]=[CH:19][CH:18]=[CH:17][CH:16]=2)[CH2:13][CH3:14])(=[O:10])=[O:9])=[CH:4][CH:3]=1. The yield is 0.730. (5) The reactants are Br[CH2:2][CH2:3][C:4]#[C:5][Si:6]([CH3:9])([CH3:8])[CH3:7].[NH:10]1[C:18]2[C:13](=[CH:14][CH:15]=[CH:16][CH:17]=2)[CH:12]=[N:11]1.C([O-])([O-])=O.[K+].[K+].C[Si](C)(C)C#CCCN1C2C(=CC=CC=2)C=N1. The catalyst is CC(C)=O.O. The product is [CH3:7][Si:6]([CH3:9])([CH3:8])[C:5]#[C:4][CH2:3][CH2:2][N:11]1[CH:12]=[C:13]2[C:18]([CH:17]=[CH:16][CH:15]=[CH:14]2)=[N:10]1. The yield is 0.620. (6) The catalyst is CC#N. The reactants are [CH2:1]([C@H:9]1[CH2:14][CH2:13][CH2:12][NH:11][CH2:10]1)[CH2:2][C:3]1[CH:8]=[CH:7][CH:6]=[CH:5][CH:4]=1.Br[CH2:16][C:17]([C:19]1[CH:24]=[CH:23][C:22]([Cl:25])=[CH:21][CH:20]=1)=[O:18].C([O-])([O-])=O.[K+].[K+]. The yield is 0.380. The product is [Cl:25][C:22]1[CH:23]=[CH:24][C:19]([C:17](=[O:18])[CH2:16][N:11]2[CH2:12][CH2:13][CH2:14][C@H:9]([CH2:1][CH2:2][C:3]3[CH:8]=[CH:7][CH:6]=[CH:5][CH:4]=3)[CH2:10]2)=[CH:20][CH:21]=1.